Dataset: Forward reaction prediction with 1.9M reactions from USPTO patents (1976-2016). Task: Predict the product of the given reaction. (1) Given the reactants [CH:1]([C:4]1[CH:9]=[CH:8][N+:7]([O-])=[CH:6][CH:5]=1)([CH3:3])[CH3:2].C[Si]([C:15]#[N:16])(C)C.CN(C)C(Cl)=O.C([O-])([O-])=O.[K+].[K+], predict the reaction product. The product is: [CH:1]([C:4]1[CH:9]=[CH:8][N:7]=[C:6]([C:15]#[N:16])[CH:5]=1)([CH3:3])[CH3:2]. (2) Given the reactants Br[C:2]1[C:3]([CH2:20][CH2:21][CH2:22][N:23]2[CH2:27][CH2:26][CH2:25][CH2:24]2)=[C:4]([C:12]2[CH:17]=[CH:16][CH:15]=[C:14]([O:18][CH3:19])[CH:13]=2)[N:5]2[C:10]=1[C:9]([NH2:11])=[N:8][CH:7]=[N:6]2.[Cl:28][C:29]1[CH:30]=[C:31]([CH:44]=[CH:45][CH:46]=1)[O:32][C:33]1[CH:38]=[CH:37][C:36](B(O)O)=[CH:35][C:34]=1[O:42][CH3:43].P([O-])([O-])([O-])=O.[K+].[K+].[K+], predict the reaction product. The product is: [Cl:28][C:29]1[CH:30]=[C:31]([CH:44]=[CH:45][CH:46]=1)[O:32][C:33]1[CH:38]=[CH:37][C:36]([C:2]2[C:3]([CH2:20][CH2:21][CH2:22][N:23]3[CH2:27][CH2:26][CH2:25][CH2:24]3)=[C:4]([C:12]3[CH:17]=[CH:16][CH:15]=[C:14]([O:18][CH3:19])[CH:13]=3)[N:5]3[C:10]=2[C:9]([NH2:11])=[N:8][CH:7]=[N:6]3)=[CH:35][C:34]=1[O:42][CH3:43]. (3) Given the reactants [C:1]([O:5][C:6](=[O:34])[NH:7][C:8]([C:10]1[S:11][C:12]([S:32][CH3:33])=[C:13]([S:15]([C:18]2[CH:19]=[C:20]([C:24]3[C:29]([CH3:30])=[CH:28][CH:27]=[CH:26][C:25]=3[NH2:31])[CH:21]=[CH:22][CH:23]=2)(=[O:17])=[O:16])[CH:14]=1)=[NH:9])([CH3:4])([CH3:3])[CH3:2].[CH2:35]([O:37][C:38](=[O:44])[CH2:39][CH2:40][C:41](Cl)=[O:42])[CH3:36].C1COCC1, predict the reaction product. The product is: [CH2:35]([O:37][C:38](=[O:44])[CH2:39][CH2:40][C:41]([NH:31][C:25]1[CH:26]=[CH:27][CH:28]=[C:29]([CH3:30])[C:24]=1[C:20]1[CH:21]=[CH:22][CH:23]=[C:18]([S:15]([C:13]2[CH:14]=[C:10]([C:8]([NH:7][C:6]([O:5][C:1]([CH3:4])([CH3:3])[CH3:2])=[O:34])=[NH:9])[S:11][C:12]=2[S:32][CH3:33])(=[O:17])=[O:16])[CH:19]=1)=[O:42])[CH3:36]. (4) Given the reactants [Cl:1][C:2]1[C:3]([O:12][CH2:13][CH2:14][N:15]2[CH:32]=[C:18]3[C:19]([C:23](OC4C=CC=CC=4)=[O:24])=[N:20][CH:21]=[CH:22][C:17]3=[N:16]2)=[N:4][CH:5]=[C:6]([C:8]([F:11])([F:10])[F:9])[CH:7]=1.[CH3:33][NH2:34], predict the reaction product. The product is: [Cl:1][C:2]1[C:3]([O:12][CH2:13][CH2:14][N:15]2[CH:32]=[C:18]3[C:19]([C:23]([NH:34][CH3:33])=[O:24])=[N:20][CH:21]=[CH:22][C:17]3=[N:16]2)=[N:4][CH:5]=[C:6]([C:8]([F:10])([F:9])[F:11])[CH:7]=1. (5) Given the reactants Cl.[Cl:2][C:3]1[CH:4]=[CH:5][C:6]([NH:9][C:10](=[O:37])[C:11]([NH:13][C@H:14]2[CH2:19][CH2:18][C@H:17]([C:20]([N:22]([CH3:24])[CH3:23])=[O:21])[CH2:16][C@H:15]2[NH:25][C:26]([C:28]2[N:33]=[CH:32][C:31]3[CH2:34][NH:35][CH2:36][C:30]=3[CH:29]=2)=[O:27])=[O:12])=[N:7][CH:8]=1.[CH2:38]=O, predict the reaction product. The product is: [ClH:2].[Cl:2][C:3]1[CH:4]=[CH:5][C:6]([NH:9][C:10](=[O:37])[C:11]([NH:13][C@H:14]2[CH2:19][CH2:18][C@H:17]([C:20]([N:22]([CH3:23])[CH3:24])=[O:21])[CH2:16][C@H:15]2[NH:25][C:26]([C:28]2[N:33]=[CH:32][C:31]3[CH2:34][N:35]([CH3:38])[CH2:36][C:30]=3[CH:29]=2)=[O:27])=[O:12])=[N:7][CH:8]=1.